Dataset: HIV replication inhibition screening data with 41,000+ compounds from the AIDS Antiviral Screen. Task: Binary Classification. Given a drug SMILES string, predict its activity (active/inactive) in a high-throughput screening assay against a specified biological target. (1) The molecule is COc1cc(C=C2CCC(=Cc3cc(OC)c(O)c(OC)c3)C2=O)cc(OC)c1O. The result is 0 (inactive). (2) The compound is CC(=O)C(C)=NNC(=O)c1ccccc1O. The result is 0 (inactive). (3) The molecule is O=C(C(=NNc1ccccc1)c1ccc([N+](=O)[O-])cc1)c1ccc([N+](=O)[O-])cc1. The result is 0 (inactive). (4) The molecule is C1=CC2=[N+]3C1=C(c1ccccc1)C1=CC=C4C(c5cc[n+]([Pt-2]([n+]6ccc(C7=C8C=CC9=[N+]8[Zn-2]8%10[N+]%11=C(C=CC%11=C(c%11ccccc%11)C%11=CC=C7[NH+]%118)C(c7ccccc7)=C7C=CC(=C9c8ccccc8)[NH+]7%10)cc6)([n+]6ccc(C7=C8C=CC9=C(c%10ccccc%10)C%10=[N+]%11C(=C(c%12ccccc%12)C%12=CC=C%13C(c%14ccccc%14)=C%14C=CC7=[N+]%14[Zn-2]%11([NH+]%12%13)[NH+]98)C=C%10)cc6)[n+]6ccc(C7=C8C=CC9=C(c%10ccccc%10)C%10=[N+]%11C(=C(c%12ccccc%12)C%12=CC=C%13C(c%14ccccc%14)=C%14C=CC7=[N+]%14[Zn-2]%11([NH+]%12%13)[NH+]98)C=C%10)cc6)cc5)=C5C=CC6=[N+]5[Zn-2]3([NH+]14)[NH+]1C(=C2c2ccccc2)C=CC1=C6c1ccccc1.O=S(=O)([O-])C(F)(F)F. The result is 0 (inactive). (5) The compound is COC(=N)CCNC(=O)C(O)C(O)C(=O)NCCC(=N)OC. The result is 0 (inactive). (6) The molecule is Clc1ccc(-c2cc(N3CCN(c4cc(-c5ccc(Cl)cc5)[s+]s4)CC3)s[s+]2)cc1.[O-][Cl+3]([O-])([O-])O. The result is 1 (active).